Dataset: Reaction yield outcomes from USPTO patents with 853,638 reactions. Task: Predict the reaction yield, written as a fraction of the theoretical maximum amount of product (1.0 means a 100% yield; for example, 0.34 means a 34% yield). (1) The reactants are [CH3:1][C@:2]1([CH2:10][N:11]2[C:15]3[CH:16]=[C:17]([C:20]#[N:21])[CH:18]=[CH:19][C:14]=3[N:13]=[CH:12]2)[CH2:9][CH2:8][CH2:7][C@:4]2([O:6][CH2:5]2)[CH2:3]1.[CH3:22][O:23][C:24]1[CH:29]=[C:28]([O:30][CH3:31])[N:27]=[CH:26][C:25]=1[NH2:32]. The catalyst is C(O)(C)C. The product is [CH3:22][O:23][C:24]1[CH:29]=[C:28]([O:30][CH3:31])[N:27]=[CH:26][C:25]=1[NH:32][CH2:5][C@:4]1([OH:6])[CH2:7][CH2:8][CH2:9][C@@:2]([CH2:10][N:11]2[C:15]3[CH:16]=[C:17]([C:20]#[N:21])[CH:18]=[CH:19][C:14]=3[N:13]=[CH:12]2)([CH3:1])[CH2:3]1. The yield is 0.646. (2) The reactants are [Cl:1][C:2]1[CH:3]=[C:4]([C:9](=[O:11])[CH3:10])[CH:5]=[C:6]([Cl:8])[CH:7]=1.[N:12]1([C:17]2[CH:24]=[CH:23][C:20]([CH:21]=O)=[CH:19][CH:18]=2)[CH:16]=[N:15][CH:14]=[N:13]1.[OH-].[Na+]. The catalyst is C(O)C.O. The product is [N:12]1([C:17]2[CH:24]=[CH:23][C:20](/[CH:21]=[CH:10]/[C:9]([C:4]3[CH:3]=[C:2]([Cl:1])[CH:7]=[C:6]([Cl:8])[CH:5]=3)=[O:11])=[CH:19][CH:18]=2)[CH:16]=[N:15][CH:14]=[N:13]1. The yield is 0.170.